From a dataset of TCR-epitope binding with 47,182 pairs between 192 epitopes and 23,139 TCRs. Binary Classification. Given a T-cell receptor sequence (or CDR3 region) and an epitope sequence, predict whether binding occurs between them. (1) Result: 0 (the TCR does not bind to the epitope). The TCR CDR3 sequence is CASPGVRGANVLTF. The epitope is TPGPGVRYPL. (2) The epitope is FTYASALWEI. The TCR CDR3 sequence is CASSQVSGSGEKLFF. Result: 0 (the TCR does not bind to the epitope). (3) The epitope is YLNTLTLAV. The TCR CDR3 sequence is CASSLVNEQFF. Result: 1 (the TCR binds to the epitope).